This data is from Full USPTO retrosynthesis dataset with 1.9M reactions from patents (1976-2016). The task is: Predict the reactants needed to synthesize the given product. (1) Given the product [Cl:1][C:2]1[CH:3]=[CH:4][C:5]([N:8]2[C:13]([OH:14])=[C:12]([C:15]([NH:40][CH2:41][C:42]([OH:44])=[O:43])=[O:16])[C:11](=[O:20])[N:10]([CH2:21][C:22]3[CH:27]=[CH:26][CH:25]=[CH:24][CH:23]=3)[C:9]2=[O:28])=[CH:6][CH:7]=1, predict the reactants needed to synthesize it. The reactants are: [Cl:1][C:2]1[CH:7]=[CH:6][C:5]([N:8]2[C:13]([OH:14])=[C:12]([C:15](OCC)=[O:16])[C:11](=[O:20])[N:10]([CH2:21][C:22]3[CH:27]=[CH:26][CH:25]=[CH:24][CH:23]=3)[C:9]2=[O:28])=[CH:4][CH:3]=1.C1CCN2C(=NCCC2)CC1.[NH2:40][CH2:41][C:42]([OH:44])=[O:43]. (2) Given the product [Cl:45][C:31]1[C:32]([NH:34][C:35]2[CH:40]=[CH:39][CH:38]=[CH:37][C:36]=2[C:41]([NH:42][CH3:43])=[O:44])=[N:33][C:28]([NH:27][C:25]2[CH:24]=[CH:23][C:21]3[CH2:22][NH:16][CH2:17][C:18](=[O:46])[NH:19][C:20]=3[CH:26]=2)=[N:29][CH:30]=1, predict the reactants needed to synthesize it. The reactants are: I[Si](C)(C)C.C(OC([N:16]1[CH2:22][C:21]2[CH:23]=[CH:24][C:25]([NH:27][C:28]3[N:33]=[C:32]([NH:34][C:35]4[CH:40]=[CH:39][CH:38]=[CH:37][C:36]=4[C:41](=[O:44])[NH:42][CH3:43])[C:31]([Cl:45])=[CH:30][N:29]=3)=[CH:26][C:20]=2[NH:19][C:18](=[O:46])[CH2:17]1)=O)C1C=CC=CC=1. (3) Given the product [O:26]=[C:8]1[C:7]2[C:10]([CH:9]=[CH:21][N:23]=2)=[N:11][C:12]1=[O:13], predict the reactants needed to synthesize it. The reactants are: C1C([C:7]2[NH:23][C:21](=O)[C:9]3=[C:10](C4C=CC(Cl)=CC=4)[NH:11][C:12](=[O:13])[C:8]=23)=CC=C(Cl)C=1.S(=O)(=O)(O)[OH:26].